From a dataset of Catalyst prediction with 721,799 reactions and 888 catalyst types from USPTO. Predict which catalyst facilitates the given reaction. (1) Reactant: [NH:1]1[C:9]2[C:4](=[CH:5][CH:6]=[CH:7][CH:8]=2)[CH2:3][C@H:2]1[CH2:10][OH:11].C(N(CC)CC)C.[CH3:19][O:20][C:21]1[CH:26]=[C:25]([CH3:27])[C:24]([S:28](Cl)(=[O:30])=[O:29])=[C:23]([CH3:32])[CH:22]=1. Product: [CH3:19][O:20][C:21]1[CH:22]=[C:23]([CH3:32])[C:24]([S:28]([N:1]2[C:9]3[C:4](=[CH:5][CH:6]=[CH:7][CH:8]=3)[CH2:3][C@H:2]2[CH2:10][OH:11])(=[O:29])=[O:30])=[C:25]([CH3:27])[CH:26]=1. The catalyst class is: 4. (2) Reactant: [NH2:1][C:2]1[N:7]=[C:6]([N:8]2[C@H:13]([CH3:14])[CH2:12][CH2:11][C@H:10]([C:15]([NH:17][CH2:18][C:19]3[CH:24]=[CH:23][CH:22]=[C:21]([F:25])[CH:20]=3)=[O:16])[CH2:9]2)[CH:5]=[C:4]([C:26]2[CH:31]=[CH:30][C:29]([C:32]#[N:33])=[C:28](F)[CH:27]=2)[N:3]=1.CCO.CCN(C(C)C)C(C)C.[NH2:47][NH2:48]. Product: [NH2:1][C:2]1[N:7]=[C:6]([N:8]2[C@H:13]([CH3:14])[CH2:12][CH2:11][C@H:10]([C:15]([NH:17][CH2:18][C:19]3[CH:24]=[CH:23][CH:22]=[C:21]([F:25])[CH:20]=3)=[O:16])[CH2:9]2)[CH:5]=[C:4]([C:26]2[CH:31]=[C:30]3[C:29]([C:32]([NH2:33])=[N:47][NH:48]3)=[CH:28][CH:27]=2)[N:3]=1. The catalyst class is: 72. (3) Reactant: [CH3:1][Si](C=[N+]=[N-])(C)C.[C:8]([O:12][C:13]([N:15]1[CH2:34][CH2:33][C:18]2([N:22]=[C:21]([C:23]3[CH:28]=[CH:27][CH:26]=[C:25]([C:29]([OH:31])=[O:30])[CH:24]=3)[NH:20][C:19]2=[O:32])[CH2:17][CH2:16]1)=[O:14])([CH3:11])([CH3:10])[CH3:9]. Product: [C:8]([O:12][C:13]([N:15]1[CH2:16][CH2:17][C:18]2([N:22]=[C:21]([C:23]3[CH:28]=[CH:27][CH:26]=[C:25]([C:29]([O:31][CH3:1])=[O:30])[CH:24]=3)[NH:20][C:19]2=[O:32])[CH2:33][CH2:34]1)=[O:14])([CH3:11])([CH3:9])[CH3:10]. The catalyst class is: 5.